Dataset: Forward reaction prediction with 1.9M reactions from USPTO patents (1976-2016). Task: Predict the product of the given reaction. (1) Given the reactants [H-].[Na+].[Cl:3][C:4]1[N:12]=[C:11]2[C:7]([NH:8][CH:9]=[N:10]2)=[C:6]([Cl:13])[N:5]=1.[CH2:14](Br)[C:15]1[CH:20]=[CH:19][CH:18]=[CH:17][CH:16]=1.O, predict the reaction product. The product is: [CH2:14]([N:10]1[CH:9]=[N:8][C:7]2[C:11]1=[N:12][C:4]([Cl:3])=[N:5][C:6]=2[Cl:13])[C:15]1[CH:20]=[CH:19][CH:18]=[CH:17][CH:16]=1.[CH2:14]([N:8]1[C:7]2[C:11](=[N:12][C:4]([Cl:3])=[N:5][C:6]=2[Cl:13])[N:10]=[CH:9]1)[C:15]1[CH:20]=[CH:19][CH:18]=[CH:17][CH:16]=1. (2) Given the reactants [NH:1]1[C:5]2[CH:6]=[CH:7][CH:8]=[CH:9][C:4]=2[N:3]=[C:2]1[CH2:10][OH:11].Cl[CH2:13][CH2:14][S:15]([CH3:18])(=[O:17])=[O:16].C([O-])([O-])=O.[K+].[K+].O, predict the reaction product. The product is: [CH3:18][S:15]([CH2:14][CH2:13][N:1]1[C:5]2[CH:6]=[CH:7][CH:8]=[CH:9][C:4]=2[N:3]=[C:2]1[CH2:10][OH:11])(=[O:17])=[O:16]. (3) The product is: [CH3:11][C:3]1[CH:4]=[C:5]([N+:8]([O-:10])=[O:9])[CH:6]=[CH:7][C:2]=1[O:18][C:12]1[CH:17]=[CH:16][CH:15]=[CH:14][CH:13]=1. Given the reactants F[C:2]1[CH:7]=[CH:6][C:5]([N+:8]([O-:10])=[O:9])=[CH:4][C:3]=1[CH3:11].[C:12]1([OH:18])[CH:17]=[CH:16][CH:15]=[CH:14][CH:13]=1.C([O-])([O-])=O.[Cs+].[Cs+], predict the reaction product. (4) Given the reactants C([O:3][C:4]([C:6]1[S:7][C:8]([C:11]2[CH:16]=[CH:15][N:14]=[C:13]([NH:17][C:18]3[CH:19]=[N:20][CH:21]=[CH:22][CH:23]=3)[N:12]=2)=[CH:9][CH:10]=1)=[O:5])C.[Li+].[OH-].Cl, predict the reaction product. The product is: [N:20]1[CH:21]=[CH:22][CH:23]=[C:18]([NH:17][C:13]2[N:12]=[C:11]([C:8]3[S:7][C:6]([C:4]([OH:5])=[O:3])=[CH:10][CH:9]=3)[CH:16]=[CH:15][N:14]=2)[CH:19]=1. (5) Given the reactants [CH3:1][O:2][C:3]1[C:11]([CH3:12])=[C:10]2[C:6]([C:7](=[O:13])[O:8][CH2:9]2)=[C:5]([O:14][CH2:15][CH2:16][Si:17]([CH3:20])([CH3:19])[CH3:18])[C:4]=1[CH2:21][CH:22]=[C:23]([CH3:29])[CH2:24][CH2:25][C:26](O)=[O:27].ClC(OCC(C)C)=O.C(N(CC)CC)C.C(O)(=O)C(O)=O.[NH2:51][CH2:52][CH2:53][P:54](=[O:61])([O:58][CH2:59][CH3:60])[O:55][CH2:56][CH3:57], predict the reaction product. The product is: [CH2:59]([O:58][P:54]([CH2:53][CH2:52][NH:51][C:26](=[O:27])[CH2:25][CH2:24][C:23]([CH3:29])=[CH:22][CH2:21][C:4]1[C:5]([O:14][CH2:15][CH2:16][Si:17]([CH3:19])([CH3:18])[CH3:20])=[C:6]2[C:10](=[C:11]([CH3:12])[C:3]=1[O:2][CH3:1])[CH2:9][O:8][C:7]2=[O:13])(=[O:61])[O:55][CH2:56][CH3:57])[CH3:60]. (6) Given the reactants [CH3:1][N:2]([CH3:20])[C:3]1[CH:4]=[CH:5][C:6]2[C:15]([CH:16]=1)=[N:14][C:13]1[C:8](=[CH:9][CH:10]=[C:11]([N:17]([CH3:19])[CH3:18])[CH:12]=1)[CH:7]=2.[OH:21][CH2:22][CH2:23][CH2:24][CH2:25][CH2:26][CH2:27][CH2:28][CH2:29][CH2:30][CH2:31][Br:32], predict the reaction product. The product is: [Br-:32].[OH:21][CH2:22][CH2:23][CH2:24][CH2:25][CH2:26][CH2:27][CH2:28][CH2:29][CH2:30][CH2:31][N:14]1[C:13]2[C:8](=[CH:9][CH:10]=[C:11]([N:17]([CH3:19])[CH3:18])[CH:12]=2)[CH2:7][C:6]2[CH:5]=[CH:4][C:3]([N:2]([CH3:20])[CH3:1])=[CH:16][C:15]1=2. (7) The product is: [NH2:30][CH2:29][C:28]#[C:27][C:24]1[CH:25]=[CH:26][C:17]2[C:16]3[N:34]=[C:12]([NH:11][C:5]4[CH:6]=[CH:7][C:8]([O:9][CH3:10])=[C:3]([O:2][CH3:1])[CH:4]=4)[N:13]=[CH:14][C:15]=3[CH2:21][C:20](=[O:22])[NH:19][C:18]=2[CH:23]=1. Given the reactants [CH3:1][O:2][C:3]1[CH:4]=[C:5]([NH:11][C:12]2[N:13]=[CH:14][C:15]3[CH2:21][C:20](=[O:22])[NH:19][C:18]4[CH:23]=[C:24]([C:27]#[C:28][CH2:29][NH:30]C(=O)O)[CH:25]=[CH:26][C:17]=4[C:16]=3[N:34]=2)[CH:6]=[CH:7][C:8]=1[O:9][CH3:10].Cl, predict the reaction product. (8) Given the reactants [O:1]1[CH2:5][CH2:4][O:3][CH:2]1[CH2:6][CH2:7][CH2:8][CH2:9][O:10][C:11]1[CH:12]=[C:13]([C@@:17]([OH:27])([C:21]2[CH:26]=[CH:25][CH:24]=[CH:23][CH:22]=2)[C:18]([OH:20])=[O:19])[CH:14]=[CH:15][CH:16]=1.C(C1NC=CN=1)(C1NC=CN=1)=O.[CH2:40]([N:47]1[CH2:52][CH2:51][CH:50]([CH2:53]O)[CH2:49][CH2:48]1)[C:41]1[CH:46]=[CH:45][CH:44]=[CH:43][CH:42]=1, predict the reaction product. The product is: [O:1]1[CH2:5][CH2:4][O:3][CH:2]1[CH2:6][CH2:7][CH2:8][CH2:9][O:10][C:11]1[CH:12]=[C:13]([C@@:17]([OH:27])([C:21]2[CH:26]=[CH:25][CH:24]=[CH:23][CH:22]=2)[C:18]([O:20][CH2:53][CH:50]2[CH2:49][CH2:48][N:47]([CH2:40][C:41]3[CH:46]=[CH:45][CH:44]=[CH:43][CH:42]=3)[CH2:52][CH2:51]2)=[O:19])[CH:14]=[CH:15][CH:16]=1. (9) Given the reactants [F:1][C:2]1[CH:16]=[C:15]([F:17])[CH:14]=[CH:13][C:3]=1[CH2:4][NH:5][CH2:6][CH2:7][CH2:8][CH2:9][CH2:10][CH2:11][CH3:12].C(N(CC)CC)C.[Br:25][CH2:26][C:27](Cl)=[O:28], predict the reaction product. The product is: [Br:25][CH2:26][C:27]([N:5]([CH2:4][C:3]1[CH:13]=[CH:14][C:15]([F:17])=[CH:16][C:2]=1[F:1])[CH2:6][CH2:7][CH2:8][CH2:9][CH2:10][CH2:11][CH3:12])=[O:28].